From a dataset of Reaction yield outcomes from USPTO patents with 853,638 reactions. Predict the reaction yield, written as a fraction of the theoretical maximum amount of product (1.0 means a 100% yield; for example, 0.34 means a 34% yield). The reactants are [CH:1]1([C:7]([CH3:16])=[C:8]([O:11][Si](C)(C)C)[O:9][CH3:10])[CH2:6][CH2:5][CH2:4][CH2:3][CH2:2]1.[CH:17](=[N:20][NH:21][C:22](=[O:29])[C:23]1[CH:28]=[CH:27][CH:26]=[CH:25][CH:24]=1)[CH2:18][CH3:19]. No catalyst specified. The product is [C:22]([NH:21][NH:20][CH:17]([CH2:18][CH3:19])[C:7]([CH:1]1[CH2:6][CH2:5][CH2:4][CH2:3][CH2:2]1)([CH3:16])[C:8]([O:9][CH3:10])=[O:11])(=[O:29])[C:23]1[CH:28]=[CH:27][CH:26]=[CH:25][CH:24]=1. The yield is 0.500.